This data is from Catalyst prediction with 721,799 reactions and 888 catalyst types from USPTO. The task is: Predict which catalyst facilitates the given reaction. Reactant: [C:1]([C:3]1[C:11]2[C:10]([C:12]([OH:14])=O)=[N:9][C:8]([S:15][CH3:16])=[N:7][C:6]=2[N:5]([CH2:17][O:18][CH2:19][CH2:20][Si:21]([CH3:24])([CH3:23])[CH3:22])[CH:4]=1)#[N:2].[CH2:25]1[C:33]2[C:28](=[CH:29][CH:30]=[CH:31][CH:32]=2)[CH2:27][NH:26]1.CN(C(ON1N=NC2C=CC=CC1=2)=[N+](C)C)C.F[P-](F)(F)(F)(F)F.CCN(C(C)C)C(C)C. Product: [CH2:25]1[C:33]2[C:28](=[CH:29][CH:30]=[CH:31][CH:32]=2)[CH2:27][N:26]1[C:12]([C:10]1[C:11]2[C:3]([C:1]#[N:2])=[CH:4][N:5]([CH2:17][O:18][CH2:19][CH2:20][Si:21]([CH3:23])([CH3:24])[CH3:22])[C:6]=2[N:7]=[C:8]([S:15][CH3:16])[N:9]=1)=[O:14]. The catalyst class is: 44.